From a dataset of Full USPTO retrosynthesis dataset with 1.9M reactions from patents (1976-2016). Predict the reactants needed to synthesize the given product. (1) Given the product [C:2]([C:4]1[CH:5]=[C:6]([C:10]2[N:20]=[CH:19][CH:18]=[CH:17][C:11]=2[C:12]([O:14][CH2:15][CH3:16])=[O:13])[CH:7]=[CH:8][C:9]=1[O:26][CH2:27][CH2:28][C:29]1[CH:34]=[CH:33][CH:32]=[CH:31][C:30]=1[O:35][CH3:36])#[N:3], predict the reactants needed to synthesize it. The reactants are: Cl.[C:2]([C:4]1[C:5](O)=[C:6]([C:10]2[N:20]=[CH:19][CH:18]=[CH:17][C:11]=2[C:12]([O:14][CH2:15][CH3:16])=[O:13])[CH:7]=[CH:8][CH:9]=1)#[N:3].CS([O:26][CH2:27][CH2:28][C:29]1[CH:34]=[CH:33][CH:32]=[CH:31][C:30]=1[O:35][CH3:36])(=O)=O.C(=O)([O-])[O-].[K+].[K+]. (2) Given the product [CH3:23][O:22][C:17]1[CH:18]=[CH:19][CH:20]=[CH:21][C:16]=1[CH:12]1[CH2:13][CH2:14][CH2:15][N:10]([C:8]([C:6]2[CH:7]=[C:2]([NH:25][CH3:24])[N:3]=[N:4][CH:5]=2)=[O:9])[CH2:11]1, predict the reactants needed to synthesize it. The reactants are: Cl[C:2]1[N:3]=[N:4][CH:5]=[C:6]([C:8]([N:10]2[CH2:15][CH2:14][CH2:13][CH:12]([C:16]3[CH:21]=[CH:20][CH:19]=[CH:18][C:17]=3[O:22][CH3:23])[CH2:11]2)=[O:9])[CH:7]=1.[CH3:24][NH2:25]. (3) Given the product [CH3:12][S:13]([CH2:14][CH2:15][CH2:16][O:17][CH2:18][CH2:19][N:20]1[C:32]2[C:31]3[CH:30]=[CH:29][CH:28]=[CH:27][C:26]=3[N:25]=[C:24]([NH2:33])[C:23]=2[N:22]=[C:21]1[CH2:34][CH2:35][CH3:36])=[O:6], predict the reactants needed to synthesize it. The reactants are: ClC1C=C(C=CC=1)C(OO)=[O:6].[CH3:12][S:13][CH2:14][CH2:15][CH2:16][O:17][CH2:18][CH2:19][N:20]1[C:32]2[C:31]3[CH:30]=[CH:29][CH:28]=[CH:27][C:26]=3[N:25]=[C:24]([NH2:33])[C:23]=2[N:22]=[C:21]1[CH2:34][CH2:35][CH3:36]. (4) Given the product [CH2:23]([O:22][C:20]([C:19]1[C:18]([CH3:25])=[N:1][C:2]2[C:3]([C:4]=1[NH2:5])=[C:6]([O:10][CH:11]1[CH2:16][CH2:15][O:14][CH2:13][CH2:12]1)[CH:7]=[CH:8][CH:9]=2)=[O:21])[CH3:24], predict the reactants needed to synthesize it. The reactants are: [NH2:1][C:2]1[CH:9]=[CH:8][CH:7]=[C:6]([O:10][CH:11]2[CH2:16][CH2:15][O:14][CH2:13][CH2:12]2)[C:3]=1[C:4]#[N:5].O=[C:18]([CH3:25])[CH2:19][C:20]([O:22][CH2:23][CH3:24])=[O:21].